Dataset: Catalyst prediction with 721,799 reactions and 888 catalyst types from USPTO. Task: Predict which catalyst facilitates the given reaction. (1) Reactant: [C:1]([O:5][C:6](=[O:34])[CH2:7][CH2:8][NH:9][C:10](=[O:33])[C:11]1[CH:16]=[CH:15][C:14]([O:17][CH2:18][CH:19]([C:26]2[CH:27]=[N:28][C:29](Cl)=[CH:30][CH:31]=2)[CH2:20][CH2:21][CH2:22][CH2:23][CH2:24][CH3:25])=[CH:13][CH:12]=1)([CH3:4])([CH3:3])[CH3:2].[F:35][C:36]([F:47])([F:46])[C:37]1[CH:42]=[CH:41][C:40](B(O)O)=[CH:39][CH:38]=1.[F-].[K+]. Product: [C:1]([O:5][C:6](=[O:34])[CH2:7][CH2:8][NH:9][C:10](=[O:33])[C:11]1[CH:16]=[CH:15][C:14]([O:17][CH2:18][CH:19]([C:26]2[CH:27]=[N:28][C:29]([C:40]3[CH:41]=[CH:42][C:37]([C:36]([F:47])([F:46])[F:35])=[CH:38][CH:39]=3)=[CH:30][CH:31]=2)[CH2:20][CH2:21][CH2:22][CH2:23][CH2:24][CH3:25])=[CH:13][CH:12]=1)([CH3:4])([CH3:3])[CH3:2]. The catalyst class is: 11. (2) Reactant: [Br:1][C:2]1[C:3]([CH2:12]Br)=[C:4]([CH:9]=[CH:10][CH:11]=1)[C:5]([O:7]C)=O.Cl.[NH2:15][CH2:16][CH2:17][CH2:18][CH2:19][CH2:20][C:21]([O:23][CH3:24])=[O:22].C(N(CC)CC)C. Product: [Br:1][C:2]1[CH:11]=[CH:10][CH:9]=[C:4]2[C:3]=1[CH2:12][N:15]([CH2:16][CH2:17][CH2:18][CH2:19][CH2:20][C:21]([O:23][CH3:24])=[O:22])[C:5]2=[O:7]. The catalyst class is: 1. (3) Reactant: [Br:1][C:2]1[CH:7]=[CH:6][C:5]([C:8]2(O)[C:25]3[C:16](=[CH:17][C:18]4[C:23]([CH:24]=3)=[CH:22][CH:21]=[CH:20][CH:19]=4)[C:15]([C:27]3[CH:32]=[CH:31][C:30]([Br:33])=[CH:29][CH:28]=3)(O)[C:14]3[CH:13]=[CH:12][CH:11]=[CH:10][C:9]2=3)=[CH:4][CH:3]=1.Cl.C1(C)C=CC=CC=1. Product: [Br:1][C:2]1[CH:3]=[CH:4][C:5]([C:8]2[C:25]3[C:16](=[CH:17][C:18]4[C:23]([CH:24]=3)=[CH:22][CH:21]=[CH:20][CH:19]=4)[C:15]([C:27]3[CH:28]=[CH:29][C:30]([Br:33])=[CH:31][CH:32]=3)=[C:14]3[C:9]=2[CH:10]=[CH:11][CH:12]=[CH:13]3)=[CH:6][CH:7]=1. The catalyst class is: 15. (4) Reactant: [OH:1][C:2]1[CH:11]=[C:10]2[C:5]([CH2:6][CH2:7][C:8](=[O:12])[NH:9]2)=[CH:4][CH:3]=1.C(=O)([O-])[O-].[K+].[K+].[Br:19][CH2:20][CH2:21][CH2:22][CH2:23]Br.O. Product: [Br:19][CH2:20][CH2:21][CH2:22][CH2:23][O:1][C:2]1[CH:11]=[C:10]2[C:5]([CH2:6][CH2:7][C:8](=[O:12])[NH:9]2)=[CH:4][CH:3]=1. The catalyst class is: 9.